Task: Predict the reaction yield, written as a fraction of the theoretical maximum amount of product (1.0 means a 100% yield; for example, 0.34 means a 34% yield).. Dataset: Reaction yield outcomes from USPTO patents with 853,638 reactions (1) The reactants are Cl[C:2]1[N:3]=[C:4]([N:13]2[CH2:18][CH2:17][O:16][CH2:15][C@@H:14]2[CH3:19])[C:5]2[CH2:10][O:9][C:8]([CH3:12])([CH3:11])[C:6]=2[N:7]=1.[O:20]1[CH2:23][CH:22]([NH:24][C:25]([NH:27][C:28]2[CH:33]=[CH:32][C:31](B3OC(C)(C)C(C)(C)O3)=[CH:30][CH:29]=2)=[O:26])[CH2:21]1.C([O-])([O-])=O.[Na+].[Na+].C([O-])(=O)C.[K+]. The catalyst is C1C=CC([P]([Pd]([P](C2C=CC=CC=2)(C2C=CC=CC=2)C2C=CC=CC=2)([P](C2C=CC=CC=2)(C2C=CC=CC=2)C2C=CC=CC=2)[P](C2C=CC=CC=2)(C2C=CC=CC=2)C2C=CC=CC=2)(C2C=CC=CC=2)C2C=CC=CC=2)=CC=1.C(#N)C. The product is [CH3:11][C:8]1([CH3:12])[C:6]2[N:7]=[C:2]([C:31]3[CH:32]=[CH:33][C:28]([NH:27][C:25]([NH:24][CH:22]4[CH2:23][O:20][CH2:21]4)=[O:26])=[CH:29][CH:30]=3)[N:3]=[C:4]([N:13]3[CH2:18][CH2:17][O:16][CH2:15][C@@H:14]3[CH3:19])[C:5]=2[CH2:10][O:9]1. The yield is 0.210. (2) The reactants are I[C:2]1[CH:3]=[C:4]([NH:8][S:9]([CH3:12])(=[O:11])=[O:10])[CH:5]=[CH:6][CH:7]=1.[CH2:13]([OH:16])[CH:14]=[CH2:15].C(=O)([O-])O.[Na+]. The catalyst is [Cl-].C([N+](CCCC)(CCCC)CCCC)CCC.CN(C)C=O.Cl.[Pd](Cl)Cl. The product is [O:16]=[CH:13][CH2:14][CH2:15][C:2]1[CH:3]=[C:4]([NH:8][S:9]([CH3:12])(=[O:11])=[O:10])[CH:5]=[CH:6][CH:7]=1. The yield is 0.600. (3) The reactants are [Cl:1][C:2]1[CH:3]=[C:4]([C:9]([C:11]2[C:16]([CH2:17][CH3:18])=[C:15]([O:19]C)[N:14]=[C:13]([O:21]C)[N:12]=2)=[O:10])[CH:5]=[C:6]([Cl:8])[CH:7]=1. The catalyst is Cl. The product is [Cl:1][C:2]1[CH:3]=[C:4]([CH:5]=[C:6]([Cl:8])[CH:7]=1)[C:9]([C:11]1[NH:12][C:13](=[O:21])[NH:14][C:15](=[O:19])[C:16]=1[CH2:17][CH3:18])=[O:10]. The yield is 0.930.